From a dataset of Forward reaction prediction with 1.9M reactions from USPTO patents (1976-2016). Predict the product of the given reaction. (1) Given the reactants [Cl:1][C:2]1[CH:7]=[CH:6][C:5]([NH:8][C:9]([NH:11][C:12]2[CH:17]=[C:16]([N:18]3[CH2:27][C:26]4[C:21](=[N:22][C:23](SC)=[N:24][CH:25]=4)[N:20]([CH3:30])[C:19]3=[O:31])[CH:15]=[CH:14][C:13]=2[F:32])=[O:10])=[CH:4][C:3]=1[C:33]([F:36])([F:35])[F:34].C1C=C(Cl)C=C(C(OO)=O)C=1.[CH3:48][NH2:49], predict the reaction product. The product is: [Cl:1][C:2]1[CH:7]=[CH:6][C:5]([NH:8][C:9]([NH:11][C:12]2[CH:17]=[C:16]([N:18]3[CH2:27][C:26]4[C:21](=[N:22][C:23]([NH:49][CH3:48])=[N:24][CH:25]=4)[N:20]([CH3:30])[C:19]3=[O:31])[CH:15]=[CH:14][C:13]=2[F:32])=[O:10])=[CH:4][C:3]=1[C:33]([F:36])([F:35])[F:34]. (2) The product is: [CH3:8][C:6]1[CH:7]=[C:2]2[C:3]([C:9](=[O:10])[CH2:11][C@H:19]([C:20]3[CH:25]=[CH:24][CH:23]=[CH:22][CH:21]=3)[O:1]2)=[CH:4][CH:5]=1. Given the reactants [OH:1][C:2]1[CH:7]=[C:6]([CH3:8])[CH:5]=[CH:4][C:3]=1[C:9](/[C:11](=[CH:19]\[C:20]1[CH:25]=[CH:24][CH:23]=[CH:22][CH:21]=1)/C(OC(C)(C)C)=O)=[O:10].C1(C)C=CC(S(O)(=O)=O)=CC=1, predict the reaction product. (3) Given the reactants [N:1]1([C:7]2[CH:8]=[CH:9][C:10]3[N:11]([C:13]([C:16]([F:19])([F:18])[F:17])=[N:14][N:15]=3)[N:12]=2)[CH2:6][CH2:5][NH:4][CH2:3][CH2:2]1.[CH2:20]([O:24][C:25]1[CH:32]=[CH:31][C:28]([CH:29]=O)=[CH:27][CH:26]=1)[CH2:21][CH2:22][CH3:23], predict the reaction product. The product is: [CH2:20]([O:24][C:25]1[CH:26]=[CH:27][C:28]([CH2:29][N:4]2[CH2:3][CH2:2][N:1]([C:7]3[CH:8]=[CH:9][C:10]4[N:11]([C:13]([C:16]([F:17])([F:18])[F:19])=[N:14][N:15]=4)[N:12]=3)[CH2:6][CH2:5]2)=[CH:31][CH:32]=1)[CH2:21][CH2:22][CH3:23]. (4) Given the reactants [H-].[Na+].[NH:3]1[CH:7]=[CH:6][N:5]=[N:4]1.[F:8][C:9]1[CH:10]=[C:11]([C:16]2[CH2:20][CH:19]([CH2:21][N:22]3[CH:26]=[CH:25][N:24]=[N:23]3)[O:18][N:17]=2)[CH:12]=[CH:13][C:14]=1F, predict the reaction product. The product is: [F:8][C:9]1[CH:10]=[C:11]([C:16]2[CH2:20][CH:19]([CH2:21][N:22]3[CH:26]=[CH:25][N:24]=[N:23]3)[O:18][N:17]=2)[CH:12]=[CH:13][C:14]=1[N:3]1[CH:7]=[CH:6][N:5]=[N:4]1.